From a dataset of Full USPTO retrosynthesis dataset with 1.9M reactions from patents (1976-2016). Predict the reactants needed to synthesize the given product. (1) Given the product [C:40]([N:34]1[CH2:39][CH2:38][N:37]([C:1](=[NH:2])[C:3]2[CH:4]=[C:5]([NH:9][C:10](=[O:33])[NH:11][C:12]3[CH:17]=[CH:16][C:15]([S:18]([NH:21][CH2:22][C:23]4[CH:28]=[CH:27][C:26]([S:29](=[O:31])(=[O:32])[NH2:30])=[CH:25][CH:24]=4)(=[O:20])=[O:19])=[CH:14][CH:13]=3)[CH:6]=[CH:7][CH:8]=2)[CH2:36][CH2:35]1)(=[O:42])[CH3:41], predict the reactants needed to synthesize it. The reactants are: [C:1]([C:3]1[CH:4]=[C:5]([NH:9][C:10](=[O:33])[NH:11][C:12]2[CH:17]=[CH:16][C:15]([S:18]([NH:21][CH2:22][C:23]3[CH:28]=[CH:27][C:26]([S:29](=[O:32])(=[O:31])[NH2:30])=[CH:25][CH:24]=3)(=[O:20])=[O:19])=[CH:14][CH:13]=2)[CH:6]=[CH:7][CH:8]=1)#[N:2].[N:34]1([C:40](=[O:42])[CH3:41])[CH2:39][CH2:38][NH:37][CH2:36][CH2:35]1. (2) Given the product [N:4]1[C:5]2[C:6]3[CH:16]=[CH:15][CH:14]=[CH:13][C:7]=3[CH2:8][CH2:9][C:10]=2[CH:11]=[N:12][C:3]=1[N:1]1[C:17]([NH2:18])=[N:19][C:20]([NH:21][C:22]2[CH:23]=[CH:24][C:25]([N:28]3[CH2:29][CH2:30][N:31]([CH3:34])[CH2:32][CH2:33]3)=[CH:26][CH:27]=2)=[N:2]1, predict the reactants needed to synthesize it. The reactants are: [NH:1]([C:3]1[N:12]=[CH:11][C:10]2[CH2:9][CH2:8][C:7]3[CH:13]=[CH:14][CH:15]=[CH:16][C:6]=3[C:5]=2[N:4]=1)[NH2:2].[C:17](/[N:19]=[C:20](\OC1C=CC=CC=1)/[NH:21][C:22]1[CH:27]=[CH:26][C:25]([N:28]2[CH2:33][CH2:32][N:31]([CH3:34])[CH2:30][CH2:29]2)=[CH:24][CH:23]=1)#[N:18]. (3) The reactants are: C[O:2][C:3]([CH:5]1[CH2:9][CH2:8][S:7](=[O:11])(=[O:10])[N:6]1[CH2:12][C:13]1[CH:18]=[CH:17][CH:16]=[C:15]([C:19]#[N:20])[CH:14]=1)=[O:4].O.[OH-].[Li+].Cl. Given the product [C:19]([C:15]1[CH:14]=[C:13]([CH:18]=[CH:17][CH:16]=1)[CH2:12][N:6]1[CH:5]([C:3]([OH:4])=[O:2])[CH2:9][CH2:8][S:7]1(=[O:10])=[O:11])#[N:20], predict the reactants needed to synthesize it.